This data is from NCI-60 drug combinations with 297,098 pairs across 59 cell lines. The task is: Regression. Given two drug SMILES strings and cell line genomic features, predict the synergy score measuring deviation from expected non-interaction effect. (1) Drug 1: CS(=O)(=O)CCNCC1=CC=C(O1)C2=CC3=C(C=C2)N=CN=C3NC4=CC(=C(C=C4)OCC5=CC(=CC=C5)F)Cl. Drug 2: CCC1(C2=C(COC1=O)C(=O)N3CC4=CC5=C(C=CC(=C5CN(C)C)O)N=C4C3=C2)O.Cl. Cell line: PC-3. Synergy scores: CSS=16.2, Synergy_ZIP=-5.05, Synergy_Bliss=-2.66, Synergy_Loewe=-11.4, Synergy_HSA=-0.509. (2) Drug 2: C(CN)CNCCSP(=O)(O)O. Synergy scores: CSS=2.75, Synergy_ZIP=-3.44, Synergy_Bliss=-6.47, Synergy_Loewe=-0.214, Synergy_HSA=-3.57. Drug 1: C1=NNC2=C1C(=O)NC=N2. Cell line: NCI/ADR-RES. (3) Drug 1: CC(C)(C#N)C1=CC(=CC(=C1)CN2C=NC=N2)C(C)(C)C#N. Drug 2: COC1=NC(=NC2=C1N=CN2C3C(C(C(O3)CO)O)O)N. Cell line: NCI-H460. Synergy scores: CSS=-0.783, Synergy_ZIP=0.174, Synergy_Bliss=-1.06, Synergy_Loewe=-2.93, Synergy_HSA=-1.85. (4) Drug 1: CCC1(CC2CC(C3=C(CCN(C2)C1)C4=CC=CC=C4N3)(C5=C(C=C6C(=C5)C78CCN9C7C(C=CC9)(C(C(C8N6C=O)(C(=O)OC)O)OC(=O)C)CC)OC)C(=O)OC)O.OS(=O)(=O)O. Drug 2: CC1=C(C=C(C=C1)C(=O)NC2=CC(=CC(=C2)C(F)(F)F)N3C=C(N=C3)C)NC4=NC=CC(=N4)C5=CN=CC=C5. Cell line: RPMI-8226. Synergy scores: CSS=66.0, Synergy_ZIP=1.46, Synergy_Bliss=6.13, Synergy_Loewe=-35.4, Synergy_HSA=4.22. (5) Drug 1: CC1=C(C=C(C=C1)NC2=NC=CC(=N2)N(C)C3=CC4=NN(C(=C4C=C3)C)C)S(=O)(=O)N.Cl. Synergy scores: CSS=20.6, Synergy_ZIP=-3.59, Synergy_Bliss=-9.05, Synergy_Loewe=-41.1, Synergy_HSA=-10.9. Cell line: NCI-H460. Drug 2: COC1=CC(=CC(=C1O)OC)C2C3C(COC3=O)C(C4=CC5=C(C=C24)OCO5)OC6C(C(C7C(O6)COC(O7)C8=CC=CS8)O)O. (6) Drug 1: CN(C(=O)NC(C=O)C(C(C(CO)O)O)O)N=O. Drug 2: CC(C)NC(=O)C1=CC=C(C=C1)CNNC.Cl. Cell line: NCI/ADR-RES. Synergy scores: CSS=-0.856, Synergy_ZIP=2.42, Synergy_Bliss=-7.40, Synergy_Loewe=-5.58, Synergy_HSA=-7.15. (7) Drug 1: CN(C)C1=NC(=NC(=N1)N(C)C)N(C)C. Drug 2: CCCCCOC(=O)NC1=NC(=O)N(C=C1F)C2C(C(C(O2)C)O)O. Cell line: NCIH23. Synergy scores: CSS=5.54, Synergy_ZIP=1.16, Synergy_Bliss=1.46, Synergy_Loewe=-0.0902, Synergy_HSA=-0.217. (8) Cell line: SR. Drug 1: C1=NC2=C(N1)C(=S)N=C(N2)N. Synergy scores: CSS=81.3, Synergy_ZIP=1.62, Synergy_Bliss=1.71, Synergy_Loewe=2.36, Synergy_HSA=6.27. Drug 2: CCC1(C2=C(COC1=O)C(=O)N3CC4=CC5=C(C=CC(=C5CN(C)C)O)N=C4C3=C2)O.Cl. (9) Drug 1: C1=CC(=CC=C1CCCC(=O)O)N(CCCl)CCCl. Drug 2: CC1C(C(CC(O1)OC2CC(CC3=C2C(=C4C(=C3O)C(=O)C5=CC=CC=C5C4=O)O)(C(=O)C)O)N)O. Cell line: 786-0. Synergy scores: CSS=50.5, Synergy_ZIP=-0.722, Synergy_Bliss=0.184, Synergy_Loewe=1.19, Synergy_HSA=1.88. (10) Drug 1: C1=NC2=C(N=C(N=C2N1C3C(C(C(O3)CO)O)O)F)N. Drug 2: C1CCC(C(C1)N)N.C(=O)(C(=O)[O-])[O-].[Pt+4]. Cell line: NCI-H460. Synergy scores: CSS=28.4, Synergy_ZIP=3.32, Synergy_Bliss=-3.41, Synergy_Loewe=-25.8, Synergy_HSA=-2.77.